From a dataset of Full USPTO retrosynthesis dataset with 1.9M reactions from patents (1976-2016). Predict the reactants needed to synthesize the given product. (1) Given the product [CH2:7]([O:60][C@H:61]([CH3:65])[C@H:62]([NH:63][C:66]([C:68]1[CH:69]=[CH:70][C:71]([C:34]2[CH:35]=[CH:36][C:37]([C:93]([OH:94])=[O:92])=[CH:38][CH:39]=2)=[CH:72][CH:73]=1)=[O:67])[C:79](=[O:80])[NH:81][O:82][CH2:83][C:84]1[CH:85]=[CH:86][CH:87]=[CH:88][CH:89]=1)[C:9]1[CH:10]=[CH:11][CH:12]=[CH:13][CH:14]=1, predict the reactants needed to synthesize it. The reactants are: O[C@@H]1CCN([C:7]([C:9]2[CH:14]=[CH:13][C:12](OC(F)(F)F)=[CH:11][CH:10]=2)=O)[C@H]1C(NO)=O.F[P-](F)(F)(F)(F)F.N1(O[P+](N(C)C)(N(C)C)N(C)C)[C:35]2[CH:36]=[CH:37][CH:38]=[CH:39][C:34]=2N=N1.CCN(C(C)C)C(C)C.[OH:60][C@@H:61]1[CH2:65]C[N:63]([C:66]([C:68]2[CH:73]=[CH:72][C:71](OC(F)(F)F)=[CH:70][CH:69]=2)=[O:67])[C@H:62]1[C:79]([NH:81][O:82][CH2:83][C:84]1[CH:89]=[CH:88][CH:87]=[CH:86][CH:85]=1)=[O:80].CC[O:92][C:93](C)=[O:94]. (2) Given the product [F:1][C:2]1[C:7]([F:8])=[CH:6][CH:5]=[CH:4][C:3]=1[C@H:9]1[CH2:14][NH:13][C:12](=[N:25][NH2:26])[C@@H:11]([NH:16][C:17](=[O:23])[O:18][C:19]([CH3:22])([CH3:21])[CH3:20])[CH2:10]1, predict the reactants needed to synthesize it. The reactants are: [F:1][C:2]1[C:7]([F:8])=[CH:6][CH:5]=[CH:4][C:3]=1[C@H:9]1[CH2:14][NH:13][C:12](=S)[C@@H:11]([NH:16][C:17](=[O:23])[O:18][C:19]([CH3:22])([CH3:21])[CH3:20])[CH2:10]1.O.[NH2:25][NH2:26]. (3) Given the product [CH3:34][N:35]([CH2:36][CH2:37][CH2:38][C:9]1[C:8]([NH:7][CH2:6][C:3]2[O:4][CH:5]=[CH:1][CH:2]=2)=[C:13]([CH:12]=[C:11]([S:17]([NH2:20])(=[O:19])=[O:18])[C:10]=1[Cl:21])[C:14]([NH2:24])=[O:16])[CH3:40], predict the reactants needed to synthesize it. The reactants are: [CH:1]1[CH:2]=[C:3]([CH2:6][NH:7][C:8]2[C:13]([C:14]([OH:16])=O)=[CH:12][C:11]([S:17]([NH2:20])(=[O:19])=[O:18])=[C:10]([Cl:21])[CH:9]=2)[O:4][CH:5]=1.C1N=C[N:24](C(N2C=NC=C2)=O)C=1.[CH3:34][N:35]([CH3:40])[CH2:36][CH2:37][CH2:38]N. (4) Given the product [CH3:16][N:2]([CH3:1])[CH2:3][CH2:4][CH2:5][C:6]1[C:14]2[CH2:13][CH2:12][CH2:11][CH2:10][C:9]=2[NH:8][CH:7]=1, predict the reactants needed to synthesize it. The reactants are: [CH3:1][N:2]([CH3:16])[C:3](=O)[CH2:4][CH2:5][C:6]1[C:14]2[CH2:13][CH2:12][CH2:11][CH2:10][C:9]=2[NH:8][CH:7]=1. (5) Given the product [CH:1]1([N:4]2[C:8]3[N:9]=[C:14]([CH:11]4[CH2:12][CH2:13]4)[CH:15]=[C:16]([C:17]([O:19][CH2:20][CH3:21])=[O:18])[C:7]=3[C:6]([CH3:10])=[N:5]2)[CH2:3][CH2:2]1, predict the reactants needed to synthesize it. The reactants are: [CH:1]1([N:4]2[C:8]([NH2:9])=[CH:7][C:6]([CH3:10])=[N:5]2)[CH2:3][CH2:2]1.[CH:11]1([C:14](=O)[CH2:15][C:16](=O)[C:17]([O:19][CH2:20][CH3:21])=[O:18])[CH2:13][CH2:12]1.